From a dataset of Peptide-MHC class I binding affinity with 185,985 pairs from IEDB/IMGT. Regression. Given a peptide amino acid sequence and an MHC pseudo amino acid sequence, predict their binding affinity value. This is MHC class I binding data. The peptide sequence is KEIGRMLNI. The MHC is HLA-B44:03 with pseudo-sequence HLA-B44:03. The binding affinity (normalized) is 0.442.